This data is from Forward reaction prediction with 1.9M reactions from USPTO patents (1976-2016). The task is: Predict the product of the given reaction. (1) Given the reactants [CH3:1][CH:2]([CH2:5][OH:6])[CH2:3][OH:4].[C:7]1([CH3:17])[CH:12]=[CH:11][C:10]([S:13](Cl)(=[O:15])=[O:14])=[CH:9][CH:8]=1.[OH2:18], predict the reaction product. The product is: [S:13]([O:4][CH2:3][CH:2]([CH3:1])[CH2:5][O:6][S:13]([C:10]1[CH:11]=[CH:12][C:7]([CH3:17])=[CH:8][CH:9]=1)(=[O:14])=[O:18])([C:10]1[CH:11]=[CH:12][C:7]([CH3:17])=[CH:8][CH:9]=1)(=[O:15])=[O:14]. (2) Given the reactants C([O:3][C:4]([CH2:6][CH2:7][CH2:8][CH2:9][O:10][C:11]1[CH:12]=[N:13][C:14]([N:17]2[CH2:22][CH2:21][CH:20]([C:23]3[C:32]([CH:33]([F:44])[C:34]4[CH:39]=[CH:38][C:37]([C:40]([F:43])([F:42])[F:41])=[CH:36][CH:35]=4)=[C:31]([CH:45]4[CH2:50][CH2:49][C:48]([F:52])([F:51])[CH2:47][CH2:46]4)[C:30]4[CH:29]([OH:53])[CH2:28][C:27]([CH3:55])([CH3:54])[CH2:26][C:25]=4[N:24]=3)[CH2:19][CH2:18]2)=[N:15][CH:16]=1)=[O:5])C.O1CCCC1.[OH-].[Na+].Cl, predict the reaction product. The product is: [C:4]([CH2:6][CH2:7][CH2:8][CH2:9][O:10][C:11]1[CH:16]=[N:15][C:14]([N:17]2[CH2:22][CH2:21][CH:20]([C:23]3[C:32]([CH:33]([F:44])[C:34]4[CH:35]=[CH:36][C:37]([C:40]([F:41])([F:42])[F:43])=[CH:38][CH:39]=4)=[C:31]([CH:45]4[CH2:46][CH2:47][C:48]([F:52])([F:51])[CH2:49][CH2:50]4)[C:30]4[CH:29]([OH:53])[CH2:28][C:27]([CH3:55])([CH3:54])[CH2:26][C:25]=4[N:24]=3)[CH2:19][CH2:18]2)=[N:13][CH:12]=1)([OH:5])=[O:3]. (3) Given the reactants [NH2:1][C@H:2]1[CH2:7][CH2:6][C@H:5]([NH:8][C:9]([C:11]2[C:15]3[N:16]=[CH:17][N:18]=[C:19]([C:20]4[CH:25]=[CH:24][C:23]([O:26][CH3:27])=[CH:22][C:21]=4[O:28][CH2:29][CH:30]4[CH2:32][CH2:31]4)[C:14]=3[NH:13][CH:12]=2)=[O:10])[CH2:4][CH2:3]1.Cl[C:34]([O:36][CH2:37][CH3:38])=[O:35], predict the reaction product. The product is: [CH2:37]([O:36][C:34](=[O:35])[NH:1][C@H:2]1[CH2:7][CH2:6][C@H:5]([NH:8][C:9]([C:11]2[C:15]3[N:16]=[CH:17][N:18]=[C:19]([C:20]4[CH:25]=[CH:24][C:23]([O:26][CH3:27])=[CH:22][C:21]=4[O:28][CH2:29][CH:30]4[CH2:31][CH2:32]4)[C:14]=3[NH:13][CH:12]=2)=[O:10])[CH2:4][CH2:3]1)[CH3:38]. (4) Given the reactants [N:1]([O-])=O.[Na+].[NH2:5][C:6]1[CH:11]=[CH:10][C:9]([CH2:12][S:13]([NH:16][CH3:17])(=[O:15])=[O:14])=[CH:8][CH:7]=1.O.O.[Sn](Cl)(Cl)(Cl)[Cl:21], predict the reaction product. The product is: [ClH:21].[NH:5]([C:6]1[CH:11]=[CH:10][C:9]([CH2:12][S:13]([NH:16][CH3:17])(=[O:15])=[O:14])=[CH:8][CH:7]=1)[NH2:1]. (5) Given the reactants C([N:4]1[CH2:16][CH2:15][C:14]2[N:13]([CH2:17][CH:18]([C:20]3[CH:25]=[CH:24][N:23]=[CH:22][CH:21]=3)[OH:19])[C:12]3[N:11]=[CH:10][C:9]([CH3:26])=[CH:8][C:7]=3[C:6]=2[CH2:5]1)C=C.CN1C(=O)CC(=O)N(C)C1=O, predict the reaction product. The product is: [CH3:26][C:9]1[CH:10]=[N:11][C:12]2[N:13]([CH2:17][CH:18]([C:20]3[CH:21]=[CH:22][N:23]=[CH:24][CH:25]=3)[OH:19])[C:14]3[CH2:15][CH2:16][NH:4][CH2:5][C:6]=3[C:7]=2[CH:8]=1. (6) Given the reactants [F:1][C:2]1[CH:3]=[CH:4][C:5]2[O:9][C:8]([CH2:10][OH:11])=[C:7]([CH2:12][O:13][CH2:14][CH2:15][O:16][CH3:17])[C:6]=2[CH:18]=1.C[N+]1([O-])CCOCC1, predict the reaction product. The product is: [F:1][C:2]1[CH:3]=[CH:4][C:5]2[O:9][C:8]([CH:10]=[O:11])=[C:7]([CH2:12][O:13][CH2:14][CH2:15][O:16][CH3:17])[C:6]=2[CH:18]=1. (7) Given the reactants [OH:1][C@@:2]1([CH2:22][O:23][CH3:24])[CH2:7][CH2:6][CH2:5][CH2:4][C@H:3]1[N:8]1[C:12]([C:13]2[CH:18]=[CH:17][CH:16]=[CH:15][CH:14]=2)=[C:11]([C:19](O)=[O:20])[N:10]=[CH:9]1.[CH2:25]([N:32]1[CH2:37][CH2:36][NH:35][C@H:34]([CH2:38][CH2:39][OH:40])[CH2:33]1)[C:26]1[CH:31]=[CH:30][CH:29]=[CH:28][CH:27]=1.CCN=C=NCCCN(C)C.Cl.C1C=CC2N(O)N=NC=2C=1.C(=O)([O-])O.[Na+], predict the reaction product. The product is: [CH2:25]([N:32]1[CH2:37][CH2:36][N:35]([C:19]([C:11]2[N:10]=[CH:9][N:8]([C@@H:3]3[CH2:4][CH2:5][CH2:6][CH2:7][C@:2]3([CH2:22][O:23][CH3:24])[OH:1])[C:12]=2[C:13]2[CH:14]=[CH:15][CH:16]=[CH:17][CH:18]=2)=[O:20])[C@H:34]([CH2:38][CH2:39][OH:40])[CH2:33]1)[C:26]1[CH:27]=[CH:28][CH:29]=[CH:30][CH:31]=1.